This data is from Forward reaction prediction with 1.9M reactions from USPTO patents (1976-2016). The task is: Predict the product of the given reaction. (1) Given the reactants [CH3:1][OH:2].C[O-].[Na+].Cl[C:7]1[N:16]=[CH:15][CH:14]=[C:13]2[C:8]=1[CH:9]=[C:10]([C:28]1[CH:33]=[CH:32][CH:31]=[CH:30][CH:29]=1)[C:11]([C:17]1[CH:22]=[CH:21][C:20]([CH:23]3[O:27][CH2:26][CH2:25][O:24]3)=[CH:19][CH:18]=1)=[N:12]2, predict the reaction product. The product is: [O:27]1[CH2:26][CH2:25][O:24][CH:23]1[C:20]1[CH:19]=[CH:18][C:17]([C:11]2[C:10]([C:28]3[CH:33]=[CH:32][CH:31]=[CH:30][CH:29]=3)=[CH:9][C:8]3[C:13](=[CH:14][CH:15]=[N:16][C:7]=3[O:2][CH3:1])[N:12]=2)=[CH:22][CH:21]=1. (2) Given the reactants Cl[CH2:2][CH2:3][CH2:4][CH2:5][C:6]1([CH2:17][CH3:18])[C:14]2[C:9](=[CH:10][CH:11]=[C:12]([CH3:15])[CH:13]=2)[NH:8][C:7]1=[O:16].[Cl:19][C:20]1[CH:21]=[C:22]([N:26]2[CH2:31][CH2:30][NH:29][CH2:28][CH2:27]2)[CH:23]=[CH:24][CH:25]=1, predict the reaction product. The product is: [Cl:19][C:20]1[CH:21]=[C:22]([N:26]2[CH2:31][CH2:30][N:29]([CH2:2][CH2:3][CH2:4][CH2:5][C:6]3([CH2:17][CH3:18])[C:14]4[C:9](=[CH:10][CH:11]=[C:12]([CH3:15])[CH:13]=4)[NH:8][C:7]3=[O:16])[CH2:28][CH2:27]2)[CH:23]=[CH:24][CH:25]=1. (3) The product is: [Cl:1][C:2]1[CH:7]=[CH:6][C:5]([S:8]([C:11]2([C:18]3[CH:23]=[C:22]([F:24])[CH:21]=[CH:20][C:19]=3[F:25])[CH2:16][CH2:15][S:14][CH2:13][CH2:12]2)(=[O:10])=[O:9])=[CH:4][CH:3]=1. Given the reactants [Cl:1][C:2]1[CH:7]=[CH:6][C:5]([S:8]([CH:11]([C:18]2[CH:23]=[C:22]([F:24])[CH:21]=[CH:20][C:19]=2[F:25])[CH2:12][CH2:13][S:14][CH2:15][CH2:16]O)(=[O:10])=[O:9])=[CH:4][CH:3]=1.C(C=P(CCCC)(CCCC)CCCC)#N, predict the reaction product. (4) The product is: [C:12]([O:11][C:9]([C@@H:8]([N:6]1[C:5](=[O:18])[CH2:4][CH:3]([CH:2]=[O:1])[CH2:7]1)[CH2:16][CH3:17])=[O:10])([CH3:15])([CH3:13])[CH3:14]. Given the reactants [OH:1][CH2:2][CH:3]1[CH2:7][N:6]([C@@H:8]([CH2:16][CH3:17])[C:9]([O:11][C:12]([CH3:15])([CH3:14])[CH3:13])=[O:10])[C:5](=[O:18])[CH2:4]1, predict the reaction product. (5) Given the reactants [C:1]1([P:7](=[O:10])([OH:9])[OH:8])[CH:6]=[CH:5][CH:4]=[CH:3][CH:2]=1.[O-2].[Zn+2:12], predict the reaction product. The product is: [C:1]1([P:7](=[O:8])([O-:10])[O-:9])[CH:6]=[CH:5][CH:4]=[CH:3][CH:2]=1.[Zn+2:12]. (6) Given the reactants [Br:1][C:2]1[CH:3]=[C:4]([NH:8][C:9]([N:11]2[CH2:16][CH2:15][N:14]([C:17]([O:19][C:20]([CH3:23])([CH3:22])[CH3:21])=[O:18])[CH2:13][CH:12]2[CH2:24]O)=[O:10])[CH:5]=[CH:6][CH:7]=1.C1(P(C2C=CC=CC=2)C2C=CC=CC=2)C=CC=CC=1.N(C(OCC)=O)=NC(OCC)=O.C1(C)C=CC=CC=1.O, predict the reaction product. The product is: [Br:1][C:2]1[CH:3]=[C:4]([N:8]2[CH2:24][CH:12]3[CH2:13][N:14]([C:17]([O:19][C:20]([CH3:22])([CH3:21])[CH3:23])=[O:18])[CH2:15][CH2:16][N:11]3[C:9]2=[O:10])[CH:5]=[CH:6][CH:7]=1. (7) The product is: [Cl:23][C:24]1[NH:28][N:27]=[C:26]([C:29]([NH:32][C:33]2[CH:38]=[CH:37][C:36]([Cl:39])=[CH:35][N:34]=2)=[O:31])[CH:25]=1. Given the reactants CN(C(ON1N=NC2C=CC=CC1=2)=[N+](C)C)C.[B-](F)(F)(F)F.[Cl:23][C:24]1[NH:28][N:27]=[C:26]([C:29]([OH:31])=O)[CH:25]=1.[NH2:32][C:33]1[CH:38]=[CH:37][C:36]([Cl:39])=[CH:35][N:34]=1.CCN(C(C)C)C(C)C, predict the reaction product. (8) Given the reactants ClC(OCC)=O.[CH2:7]([N:13]([CH3:32])[C:14]1[CH:31]=[CH:30][C:17]([CH:18]=[C:19]2[S:23][C:22](=[S:24])[N:21]([CH2:25][C:26]([OH:28])=O)[C:20]2=[O:29])=[CH:16][CH:15]=1)[CH2:8][CH2:9][CH2:10][CH2:11][CH3:12].[CH2:33]([N:35](CC)CC)C.CN, predict the reaction product. The product is: [CH2:7]([N:13]([CH3:32])[C:14]1[CH:15]=[CH:16][C:17]([CH:18]=[C:19]2[S:23][C:22](=[S:24])[N:21]([CH2:25][C:26]([NH:35][CH3:33])=[O:28])[C:20]2=[O:29])=[CH:30][CH:31]=1)[CH2:8][CH2:9][CH2:10][CH2:11][CH3:12]. (9) Given the reactants [N:1]1([CH2:5][CH2:6][N:7]2[CH:11]=[C:10]([C:12]3[CH:17]=[CH:16][N:15]=[C:14]([C:18]([F:21])([F:20])[F:19])[CH:13]=3)[N:9]=[C:8]2[CH:22]2[CH2:27][CH2:26][NH:25][CH2:24][CH2:23]2)[CH2:4][CH2:3][CH2:2]1.Cl[C:29]1[C:34]2[O:35][CH2:36][CH2:37][NH:38][C:33]=2[N:32]=[CH:31][N:30]=1, predict the reaction product. The product is: [N:1]1([CH2:5][CH2:6][N:7]2[CH:11]=[C:10]([C:12]3[CH:17]=[CH:16][N:15]=[C:14]([C:18]([F:21])([F:19])[F:20])[CH:13]=3)[N:9]=[C:8]2[CH:22]2[CH2:23][CH2:24][N:25]([C:29]3[C:34]4[O:35][CH2:36][CH2:37][NH:38][C:33]=4[N:32]=[CH:31][N:30]=3)[CH2:26][CH2:27]2)[CH2:2][CH2:3][CH2:4]1. (10) Given the reactants Br[CH2:2][C:3]1[NH:8][C:7]([C:9]2[C:14]([F:15])=[CH:13][CH:12]=[CH:11][N:10]=2)=[N:6][CH:5]([C:16]2[CH:21]=[CH:20][C:19]([Cl:22])=[CH:18][C:17]=2[Cl:23])[C:4]=1[C:24]([O:26][CH2:27][CH3:28])=[O:25].[NH:29]1[CH2:34][CH2:33][O:32][CH2:31][CH:30]1[C:35]([OH:37])=[O:36], predict the reaction product. The product is: [Cl:23][C:17]1[CH:18]=[C:19]([Cl:22])[CH:20]=[CH:21][C:16]=1[CH:5]1[N:6]=[C:7]([C:9]2[C:14]([F:15])=[CH:13][CH:12]=[CH:11][N:10]=2)[NH:8][C:3]([CH2:2][N:29]2[CH2:34][CH2:33][O:32][CH2:31][CH:30]2[C:35]([OH:37])=[O:36])=[C:4]1[C:24]([O:26][CH2:27][CH3:28])=[O:25].